This data is from Forward reaction prediction with 1.9M reactions from USPTO patents (1976-2016). The task is: Predict the product of the given reaction. (1) Given the reactants CO[C:3](=O)[N:4]([CH2:6][C:7]1[CH:12]=[CH:11][C:10]([C:13]2[NH:14][C:15]3[CH:16]=[C:17]([F:27])[CH:18]=[C:19]4[C:25](=[O:26])[NH:24][CH2:23][CH2:22][C:21]=2[C:20]=34)=[CH:9][CH:8]=1)C.C(CN)O.[OH-].[Na+], predict the reaction product. The product is: [F:27][C:17]1[CH:18]=[C:19]2[C:25](=[O:26])[NH:24][CH2:23][CH2:22][C:21]3=[C:13]([C:10]4[CH:9]=[CH:8][C:7]([CH2:6][NH:4][CH3:3])=[CH:12][CH:11]=4)[NH:14][C:15]([CH:16]=1)=[C:20]23. (2) Given the reactants [CH2:1]([N:8]1[C:13]([CH3:15])([CH3:14])[CH2:12][O:11][C:10]([CH2:17][CH:18]=[O:19])([CH3:16])[C:9]1=[O:20])[C:2]1[CH:7]=[CH:6][CH:5]=[CH:4][CH:3]=1.[CH3:21][Mg]Br, predict the reaction product. The product is: [CH2:1]([N:8]1[C:13]([CH3:15])([CH3:14])[CH2:12][O:11][C:10]([CH2:17][CH:18]([OH:19])[CH3:21])([CH3:16])[C:9]1=[O:20])[C:2]1[CH:3]=[CH:4][CH:5]=[CH:6][CH:7]=1. (3) Given the reactants Cl[C:2]1[C:7]([C:8]2[O:12][N:11]=[C:10]([C:13]3[CH:18]=[CH:17][CH:16]=[C:15]([Cl:19])[CH:14]=3)[N:9]=2)=[CH:6][CH:5]=[CH:4][N:3]=1.[CH:20]1([CH2:23][CH2:24][OH:25])[CH2:22][CH2:21]1.[H-].[Na+], predict the reaction product. The product is: [Cl:19][C:15]1[CH:14]=[C:13]([C:10]2[N:9]=[C:8]([C:7]3[C:2]([O:25][CH2:24][CH2:23][CH:20]4[CH2:22][CH2:21]4)=[N:3][CH:4]=[CH:5][CH:6]=3)[O:12][N:11]=2)[CH:18]=[CH:17][CH:16]=1. (4) Given the reactants [C:1]([N:4]1[CH2:9][CH2:8][O:7][CH2:6][CH2:5]1)(=[O:3])[CH3:2].[O:10]([C:17]1[C:18](O)=[C:19]([CH:24]=[CH:25][CH:26]=1)[C:20](OC)=[O:21])[C:11]1[CH:16]=[CH:15][CH:14]=[CH:13][CH:12]=1.FC(F)(F)S(OS(C(F)(F)F)(=O)=O)(=O)=O, predict the reaction product. The product is: [N:4]1([C:1]2[O:3][C:18]3[C:17]([O:10][C:11]4[CH:16]=[CH:15][CH:14]=[CH:13][CH:12]=4)=[CH:26][CH:25]=[CH:24][C:19]=3[C:20](=[O:21])[CH:2]=2)[CH2:9][CH2:8][O:7][CH2:6][CH2:5]1.